From a dataset of TCR-epitope binding with 47,182 pairs between 192 epitopes and 23,139 TCRs. Binary Classification. Given a T-cell receptor sequence (or CDR3 region) and an epitope sequence, predict whether binding occurs between them. The epitope is GLCTLVAML. The TCR CDR3 sequence is CASTLEGGTDTQYF. Result: 0 (the TCR does not bind to the epitope).